From a dataset of Full USPTO retrosynthesis dataset with 1.9M reactions from patents (1976-2016). Predict the reactants needed to synthesize the given product. (1) Given the product [Br:1][C:2]1[CH:3]=[C:4]([O:18][CH3:19])[C:5]2[NH:17][C:21](=[O:23])[N:8]([C:9]3[CH:10]=[C:11]([F:16])[CH:12]=[C:13]([F:15])[CH:14]=3)[C:6]=2[CH:7]=1, predict the reactants needed to synthesize it. The reactants are: [Br:1][C:2]1[CH:7]=[C:6]([NH:8][C:9]2[CH:14]=[C:13]([F:15])[CH:12]=[C:11]([F:16])[CH:10]=2)[C:5]([NH2:17])=[C:4]([O:18][CH3:19])[CH:3]=1.Cl[C:21](Cl)([O:23]C(=O)OC(Cl)(Cl)Cl)Cl. (2) Given the product [NH:30]1[C:31]2[C:27](=[CH:26][C:25]([NH:24][C:21]3[C:22]4[S:23][C:15]([C:6]5[CH:5]=[CH:4][C:3]([C:2]([F:13])([F:12])[F:1])=[CH:8][CH:7]=5)=[CH:16][C:17]=4[N:18]=[CH:19][N:20]=3)=[CH:33][CH:32]=2)[CH:28]=[CH:29]1, predict the reactants needed to synthesize it. The reactants are: [F:1][C:2]([F:13])([F:12])[C:3]1[CH:4]=[C:5](B(O)O)[CH:6]=[CH:7][CH:8]=1.Br[C:15]1[S:23][C:22]2[C:21]([NH:24][C:25]3[CH:26]=[C:27]4[C:31](=[CH:32][CH:33]=3)[NH:30][CH:29]=[CH:28]4)=[N:20][CH:19]=[N:18][C:17]=2[CH:16]=1.